This data is from Peptide-MHC class II binding affinity with 134,281 pairs from IEDB. The task is: Regression. Given a peptide amino acid sequence and an MHC pseudo amino acid sequence, predict their binding affinity value. This is MHC class II binding data. (1) The peptide sequence is AFKVAATAANAAIAN. The MHC is DRB1_0701 with pseudo-sequence DRB1_0701. The binding affinity (normalized) is 0.808. (2) The peptide sequence is YKRTDIVEVDRDTAR. The MHC is DRB5_0101 with pseudo-sequence DRB5_0101. The binding affinity (normalized) is 0. (3) The binding affinity (normalized) is 0.164. The peptide sequence is CLNLDVYRILLLMVGI. The MHC is DRB1_0401 with pseudo-sequence DRB1_0401. (4) The peptide sequence is GELQAVDKIDAAFKI. The MHC is DRB1_0802 with pseudo-sequence DRB1_0802. The binding affinity (normalized) is 0.405. (5) The peptide sequence is AAGDGNIVAVDIKPK. The MHC is DRB1_0301 with pseudo-sequence DRB1_0301. The binding affinity (normalized) is 0.491. (6) The peptide sequence is ESATILMTATPPGTS. The MHC is DRB4_0103 with pseudo-sequence DRB4_0103. The binding affinity (normalized) is 0.567. (7) The peptide sequence is EKKYFANTQFEPLAA. The MHC is HLA-DQA10501-DQB10301 with pseudo-sequence HLA-DQA10501-DQB10301. The binding affinity (normalized) is 0.118. (8) The peptide sequence is KGMAALPRLIAFTSEHSHFS. The MHC is DRB1_0401 with pseudo-sequence DRB1_0401. The binding affinity (normalized) is 0.442.